Dataset: Catalyst prediction with 721,799 reactions and 888 catalyst types from USPTO. Task: Predict which catalyst facilitates the given reaction. (1) Reactant: C(=O)([O-])O.[Na+].[S:6]=[C:7]1[NH:12][C:11]2[NH:13][CH:14]=[CH:15][C:10]=2[C:9](=[O:16])[N:8]1[C:17]1[CH:22]=[CH:21][C:20]([O:23][CH2:24][C:25]([F:28])([F:27])[F:26])=[CH:19][CH:18]=1.Br[CH2:30][CH:31]1[CH2:33][CH2:32]1. The catalyst class is: 9. Product: [CH:31]1([CH2:30][S:6][C:7]2[N:8]([C:17]3[CH:18]=[CH:19][C:20]([O:23][CH2:24][C:25]([F:28])([F:27])[F:26])=[CH:21][CH:22]=3)[C:9](=[O:16])[C:10]3[CH:15]=[CH:14][NH:13][C:11]=3[N:12]=2)[CH2:33][CH2:32]1. (2) Reactant: [F:1][C:2]([F:21])([F:20])[C:3]1[CH:4]=[CH:5][C:6]([N:9]2[CH2:18][CH2:17][C:16]3[C:15](=O)[NH:14][CH:13]=[N:12][C:11]=3[CH2:10]2)=[N:7][CH:8]=1.P(Cl)(Cl)([Cl:24])=O.CN(C)C1C=CC=CC=1.ClCCCl.C(=O)(O)[O-].[Na+]. Product: [Cl:24][C:15]1[C:16]2[CH2:17][CH2:18][N:9]([C:6]3[CH:5]=[CH:4][C:3]([C:2]([F:21])([F:20])[F:1])=[CH:8][N:7]=3)[CH2:10][C:11]=2[N:12]=[CH:13][N:14]=1. The catalyst class is: 4. (3) Reactant: [O:1]1[CH2:6][CH2:5][CH2:4][CH2:3][CH:2]1[C:7]([OH:9])=O.C(Cl)(=O)C([Cl:13])=O. Product: [O:1]1[CH2:6][CH2:5][CH2:4][CH2:3][CH:2]1[C:7]([Cl:13])=[O:9]. The catalyst class is: 59.